From a dataset of Forward reaction prediction with 1.9M reactions from USPTO patents (1976-2016). Predict the product of the given reaction. (1) Given the reactants [C:1]1(=O)[CH2:6][CH2:5][CH2:4][CH:3]=[CH:2]1.[CH3:8][N:9]1[CH2:14][CH2:13][NH:12][CH2:11][CH2:10]1.C(=O)([O-])[O-].[K+].[K+].Cl.[NH2:22][OH:23], predict the reaction product. The product is: [CH3:8][N:9]1[CH2:14][CH2:13][N:12]([CH:1]2[CH2:6][CH2:5][CH2:4][C:3](=[N:22][OH:23])[CH2:2]2)[CH2:11][CH2:10]1. (2) Given the reactants [Cl:1][C:2]1[N:7]=[C:6]([N:8]2[C:12]3=[CH:13][N:14]=[C:15]([C:17]4[C:22]([CH3:23])=[CH:21][CH:20]=[CH:19][C:18]=4[CH3:24])[CH:16]=[C:11]3[C:10]([C:25](=[O:31])[CH:26]([CH2:29][CH3:30])[CH2:27][CH3:28])=[CH:9]2)[CH:5]=[C:4]([CH2:32][CH3:33])[N:3]=1.[BH4-].[Na+], predict the reaction product. The product is: [Cl:1][C:2]1[N:7]=[C:6]([N:8]2[C:12]3=[CH:13][N:14]=[C:15]([C:17]4[C:22]([CH3:23])=[CH:21][CH:20]=[CH:19][C:18]=4[CH3:24])[CH:16]=[C:11]3[C:10]([CH:25]([OH:31])[CH:26]([CH2:27][CH3:28])[CH2:29][CH3:30])=[CH:9]2)[CH:5]=[C:4]([CH2:32][CH3:33])[N:3]=1. (3) Given the reactants [NH2:1][C:2]1[CH:7]=[CH:6][C:5]([CH:8]([CH3:10])[CH3:9])=[CH:4][N:3]=1.Br[CH2:12][C:13](=O)[C:14]([O:16][CH2:17][CH3:18])=[O:15], predict the reaction product. The product is: [CH:8]([C:5]1[CH:6]=[CH:7][C:2]2[N:3]([CH:12]=[C:13]([C:14]([O:16][CH2:17][CH3:18])=[O:15])[N:1]=2)[CH:4]=1)([CH3:10])[CH3:9]. (4) Given the reactants [Cl:1][C:2]1[CH:3]=[C:4]([CH:6]=[C:7]([F:35])[C:8]=1[CH2:9][S:10][C:11]1[N:12]([C:28]2[CH:33]=[CH:32][C:31]([F:34])=[CH:30][CH:29]=2)[C:13]([C:16]([C:19]2[CH:24]=[CH:23][C:22]([Cl:25])=[C:21]([O:26][CH3:27])[CH:20]=2)([CH3:18])[CH3:17])=[CH:14][N:15]=1)[NH2:5].Cl[C:37](Cl)([O:39]C(=O)OC(Cl)(Cl)Cl)Cl.CCN(CC)CC.[NH2:55][C@H:56]([C:64]([OH:66])=[O:65])[CH2:57][CH2:58][CH2:59][NH:60][C:61](=[NH:63])[NH2:62].C(O)(C(F)(F)F)=O, predict the reaction product. The product is: [Cl:1][C:2]1[CH:3]=[C:4]([NH:5][C:37](=[O:39])[NH:55][C@@H:56]([CH2:57][CH2:58][CH2:59][NH:60][C:61]([NH2:62])=[NH:63])[C:64]([OH:66])=[O:65])[CH:6]=[C:7]([F:35])[C:8]=1[CH2:9][S:10][C:11]1[N:12]([C:28]2[CH:29]=[CH:30][C:31]([F:34])=[CH:32][CH:33]=2)[C:13]([C:16]([C:19]2[CH:24]=[CH:23][C:22]([Cl:25])=[C:21]([O:26][CH3:27])[CH:20]=2)([CH3:17])[CH3:18])=[CH:14][N:15]=1. (5) Given the reactants [CH2:1]([C:4]1[CH:13]=[CH:12][C:7]2[C:8](=[O:11])[O:9][CH2:10][C:6]=2[C:5]=1[F:14])[CH:2]=C.[O:15]=[O+][O-].CSC, predict the reaction product. The product is: [F:14][C:5]1[C:6]2[CH2:10][O:9][C:8](=[O:11])[C:7]=2[CH:12]=[CH:13][C:4]=1[CH2:1][CH:2]=[O:15]. (6) Given the reactants [Cl:1][C:2]1[CH:3]=[C:4]([C:17]#[CH:18])[CH:5]=[C:6]2[C:10]=1[C:9](=[O:11])[N:8]([C@H:12]([CH:14]1[CH2:16][CH2:15]1)[CH3:13])[CH2:7]2.C(=O)([O-])O.[K+].O.Cl[C:26](=[N:32][OH:33])[C:27]([O:29][CH2:30][CH3:31])=[O:28], predict the reaction product. The product is: [Cl:1][C:2]1[CH:3]=[C:4]([C:17]2[O:33][N:32]=[C:26]([C:27]([O:29][CH2:30][CH3:31])=[O:28])[CH:18]=2)[CH:5]=[C:6]2[C:10]=1[C:9](=[O:11])[N:8]([C@H:12]([CH:14]1[CH2:16][CH2:15]1)[CH3:13])[CH2:7]2.